This data is from Reaction yield outcomes from USPTO patents with 853,638 reactions. The task is: Predict the reaction yield, written as a fraction of the theoretical maximum amount of product (1.0 means a 100% yield; for example, 0.34 means a 34% yield). (1) The reactants are [Cl:1][C:2]1[N:7]=[N:6][C:5]([C:8]([N:10]2[CH2:15][CH2:14][CH:13]([C:16]3[CH:21]=[CH:20][C:19]([F:22])=[CH:18][CH:17]=3)[CH2:12][CH2:11]2)=[O:9])=[C:4]([NH:23][C:24]2[CH:29]=[CH:28][C:27]([F:30])=[CH:26][C:25]=2[CH3:31])[CH:3]=1.[Cl:32]N1C(=O)CCC1=O.[Cl-].[NH4+]. The catalyst is CN(C=O)C. The product is [Cl:32][C:3]1[C:4]([NH:23][C:24]2[CH:29]=[CH:28][C:27]([F:30])=[CH:26][C:25]=2[CH3:31])=[C:5]([C:8]([N:10]2[CH2:11][CH2:12][CH:13]([C:16]3[CH:17]=[CH:18][C:19]([F:22])=[CH:20][CH:21]=3)[CH2:14][CH2:15]2)=[O:9])[N:6]=[N:7][C:2]=1[Cl:1]. The yield is 0.420. (2) The reactants are [B:10]1([B:10]2[O:14][C:13](C)(C)[C:12](C)(C)[O:11]2)[O:14][C:13](C)(C)[C:12](C)(C)[O:11]1.[C:19]([O-])(=O)[CH3:20].[K+].Br[C:25]1[CH:26]=[C:27]([CH2:34]C)[C:28](OC)=[N:29][C:30]=1C.[C:36](OCC)(=O)C. The catalyst is CS(C)=O.C1C=CC(P(C2C=CC=CC=2)[C-]2C=CC=C2)=CC=1.C1C=CC(P(C2C=CC=CC=2)[C-]2C=CC=C2)=CC=1.Cl[Pd]Cl.[Fe+2].ClCCl. The product is [CH3:36][C:19]1([CH3:20])[C:27]([CH3:34])([CH3:26])[CH:28]=[N:29][C:30]([B:10]2[O:11][CH2:12][CH2:13][O:14]2)=[CH:25]1. The yield is 0.780.